Predict the reactants needed to synthesize the given product. From a dataset of Full USPTO retrosynthesis dataset with 1.9M reactions from patents (1976-2016). (1) Given the product [Br-:27].[F:26][C:22]1[CH:21]=[C:20]([CH:12]([C:13]2[CH:18]=[CH:17][CH:16]=[C:15]([F:19])[CH:14]=2)[O:11][C:9]([CH:3]2[CH:4]3[CH2:5][CH2:6][N+:1]([CH2:28][C:29](=[O:30])[C:31]4[CH:36]=[CH:35][C:34]([CH3:37])=[CH:33][CH:32]=4)([CH2:8][CH2:7]3)[CH2:2]2)=[O:10])[CH:25]=[CH:24][CH:23]=1, predict the reactants needed to synthesize it. The reactants are: [N:1]12[CH2:8][CH2:7][CH:4]([CH2:5][CH2:6]1)[CH:3]([C:9]([O:11][CH:12]([C:20]1[CH:25]=[CH:24][CH:23]=[C:22]([F:26])[CH:21]=1)[C:13]1[CH:18]=[CH:17][CH:16]=[C:15]([F:19])[CH:14]=1)=[O:10])[CH2:2]2.[Br:27][CH2:28][C:29]([C:31]1[CH:36]=[CH:35][C:34]([CH3:37])=[CH:33][CH:32]=1)=[O:30]. (2) Given the product [CH3:1][C:2]1[CH:7]=[C:6]([CH3:8])[N:5]=[CH:4][C:3]=1[N:9]1[CH2:10][CH2:11][NH:12][CH2:13][CH2:14]1, predict the reactants needed to synthesize it. The reactants are: [CH3:1][C:2]1[CH:7]=[C:6]([CH3:8])[N:5]=[CH:4][C:3]=1[N:9]1[CH2:14][CH2:13][N:12](S(C2C=CC(C)=CC=2)(=O)=O)[CH2:11][CH2:10]1.Br.[OH-].[Na+]. (3) Given the product [CH3:1][O:2][C:3]1[CH:4]=[C:5]([CH:6]=[CH:21][C:22](=[O:23])[CH3:24])[CH:8]=[C:9]([O:13][CH3:14])[C:10]=1[O:11][CH3:12], predict the reactants needed to synthesize it. The reactants are: [CH3:1][O:2][C:3]1[CH:4]=[C:5]([CH:8]=[C:9]([O:13][CH3:14])[C:10]=1[O:11][CH3:12])[CH:6]=O.[O-2].[Al+3].[O-2].[O-2].[Al+3].Cl.[CH3:21][C:22]([CH3:24])=[O:23]. (4) Given the product [CH:48]1([C:47]([C:7]2([CH3:30])[C:6]3[C:5]([CH3:23])([CH:12]4[CH2:13][CH2:14][CH:15]=[CH:16][C:11]4=[C:10]4[C:18]=3[CH2:17][C:19]3[CH:20]=[CH:21][CH:22]=[CH:8][C:9]4=3)[C:4]([CH3:26])([CH3:25])[C:3]([CH3:28])([CH3:27])[C:2]2([CH3:1])[CH3:29])([C:44]2[CH:43]=[CH:42][C:41]([CH3:60])=[CH:46][CH:45]=2)[C:53]2[CH:54]=[CH:55][C:56]([CH3:59])=[CH:57][CH:58]=2)[CH:49]=[CH:50][CH:51]=[CH:52]1, predict the reactants needed to synthesize it. The reactants are: [CH3:1][C:2]1([CH3:29])[CH:7]2[CH:8]3[CH2:22][CH2:21][CH:20]=[CH:19][C:9]3=[C:10]3[C:18]([CH2:17][C:16]4[CH:15]=[CH:14][CH:13]=[CH:12][C:11]3=4)=[C:6]2[C:5](C)([CH3:23])[C:4]([CH3:26])([CH3:25])[C:3]1([CH3:28])[CH3:27].[CH2:30]([Li])CCC.CCCCCC.[C:41]1([CH3:60])[CH:46]=[CH:45][C:44]([C:47]([C:53]2[CH:58]=[CH:57][C:56]([CH3:59])=[CH:55][CH:54]=2)=[C:48]2[CH:52]=[CH:51][CH:50]=[CH:49]2)=[CH:43][CH:42]=1.[Cl-].[NH4+]. (5) Given the product [O:11]1[CH2:16][CH2:15][CH2:14][CH2:13][N:12]1[C:2]1[N:3]=[CH:4][N:5]=[C:6]([N:8]2[C:38](=[O:39])[C:37]([N:43]3[CH:47]=[C:46]([C:48]#[N:49])[N:45]=[CH:44]3)=[CH:36][NH:9]2)[CH:7]=1, predict the reactants needed to synthesize it. The reactants are: Cl[C:2]1[CH:7]=[C:6]([NH:8][NH2:9])[N:5]=[CH:4][N:3]=1.Cl.[O:11]1[CH2:16][CH2:15][CH2:14][CH2:13][NH:12]1.C(N(C(C)C)C(C)C)C.FC(F)(F)C(O)=O.CN([CH:36]=[C:37]([N:43]1[CH:47]=[C:46]([C:48]#[N:49])[N:45]=[CH:44]1)[C:38](OCC)=[O:39])C. (6) Given the product [N:14]1[CH:15]=[CH:16][CH:17]=[CH:18][C:13]=1[CH2:12][CH2:11][NH:10][C:7]1[CH:6]=[CH:5][C:4]([NH2:1])=[CH:9][N:8]=1, predict the reactants needed to synthesize it. The reactants are: [N+:1]([C:4]1[CH:5]=[CH:6][C:7]([NH:10][CH2:11][CH2:12][C:13]2[CH:18]=[CH:17][CH:16]=[CH:15][N:14]=2)=[N:8][CH:9]=1)([O-])=O.[H][H]. (7) Given the product [CH3:1][O:2][C:3]1[CH:8]=[C:7]([CH3:9])[CH:6]=[CH:5][C:4]=1[C:10]1[O:14][C:13]([S:15][CH2:16][CH2:17][C:18]([OH:20])=[O:19])=[N:12][N:11]=1, predict the reactants needed to synthesize it. The reactants are: [CH3:1][O:2][C:3]1[CH:8]=[C:7]([CH3:9])[CH:6]=[CH:5][C:4]=1[C:10]1[O:14][C:13]([S:15][CH2:16][CH2:17][C:18]([O:20]C(C)(C)C)=[O:19])=[N:12][N:11]=1.C(O)(C(F)(F)F)=O.O. (8) Given the product [Br:1][C:2]1[CH:10]=[C:9]([O:11][CH3:12])[CH:8]=[C:7]2[C:3]=1[CH:4]=[CH:5][N:6]2[S:19]([C:13]1[CH:18]=[CH:17][CH:16]=[CH:15][CH:14]=1)(=[O:21])=[O:20], predict the reactants needed to synthesize it. The reactants are: [Br:1][C:2]1[CH:10]=[C:9]([O:11][CH3:12])[CH:8]=[C:7]2[C:3]=1[CH:4]=[CH:5][NH:6]2.[C:13]1([S:19](Cl)(=[O:21])=[O:20])[CH:18]=[CH:17][CH:16]=[CH:15][CH:14]=1.[OH-].[Na+]. (9) The reactants are: [OH:1][B:2]1[C:6]2[CH:7]=[C:8]([NH:11][S:12]([C:15]3[CH:20]=[CH:19][C:18]([N+:21]([O-])=O)=[C:17]([C:24]([F:27])([F:26])[F:25])[CH:16]=3)(=[O:14])=[O:13])[CH:9]=[CH:10][C:5]=2[CH2:4][O:3]1. Given the product [NH2:21][C:18]1[CH:19]=[CH:20][C:15]([S:12]([NH:11][C:8]2[CH:9]=[CH:10][C:5]3[CH2:4][O:3][B:2]([OH:1])[C:6]=3[CH:7]=2)(=[O:13])=[O:14])=[CH:16][C:17]=1[C:24]([F:25])([F:27])[F:26], predict the reactants needed to synthesize it.